Dataset: Peptide-MHC class II binding affinity with 134,281 pairs from IEDB. Task: Regression. Given a peptide amino acid sequence and an MHC pseudo amino acid sequence, predict their binding affinity value. This is MHC class II binding data. (1) The peptide sequence is TFDGRGAQVYIGNGG. The MHC is DRB4_0101 with pseudo-sequence DRB4_0103. The binding affinity (normalized) is 0.210. (2) The peptide sequence is TQAFSAHGSGREVID. The MHC is DRB4_0103 with pseudo-sequence DRB4_0103. The binding affinity (normalized) is 0.508. (3) The peptide sequence is QFRRVKCKYPEGTKV. The MHC is HLA-DPA10201-DPB10501 with pseudo-sequence HLA-DPA10201-DPB10501. The binding affinity (normalized) is 0.0507. (4) The peptide sequence is SQDLELYWNLNGLQAY. The MHC is HLA-DQA10101-DQB10501 with pseudo-sequence HLA-DQA10101-DQB10501. The binding affinity (normalized) is 0.804. (5) The peptide sequence is IRPGLLIGFGLRTLW. The MHC is DRB1_1101 with pseudo-sequence DRB1_1101. The binding affinity (normalized) is 0.